Dataset: Catalyst prediction with 721,799 reactions and 888 catalyst types from USPTO. Task: Predict which catalyst facilitates the given reaction. Reactant: [NH2:1][C:2]([C:7]1[CH:12]=[CH:11][C:10]([O:13][CH3:14])=[CH:9][CH:8]=1)([CH3:6])[C:3](O)=[O:4].[H-].[Al+3].[Li+].[H-].[H-].[H-]. Product: [NH2:1][C:2]([C:7]1[CH:8]=[CH:9][C:10]([O:13][CH3:14])=[CH:11][CH:12]=1)([CH3:6])[CH2:3][OH:4]. The catalyst class is: 7.